This data is from Reaction yield outcomes from USPTO patents with 853,638 reactions. The task is: Predict the reaction yield, written as a fraction of the theoretical maximum amount of product (1.0 means a 100% yield; for example, 0.34 means a 34% yield). The reactants are C1(C(F)(F)F)C=CC=CC=1.[F:11][C:12]([N:17]1[CH:21]=[CH:20][N:19]=[CH:18]1)(F)[CH:13]([F:15])[F:14]. The catalyst is O. The product is [F:11][C:12]([N:17]1[CH:21]=[CH:20][N:19]=[CH:18]1)=[C:13]([F:15])[F:14]. The yield is 0.0700.